Dataset: Reaction yield outcomes from USPTO patents with 853,638 reactions. Task: Predict the reaction yield, written as a fraction of the theoretical maximum amount of product (1.0 means a 100% yield; for example, 0.34 means a 34% yield). (1) The reactants are [BH4-].[Na+].[Cl:3][C:4]1[CH:29]=[CH:28][C:7]([C:8]([C:10]2[CH:11]=[C:12]3[C:17](=[CH:18][CH:19]=2)[NH:16][C:15](=[O:20])[CH:14]=[C:13]3[O:21][C:22]2[CH:27]=[CH:26][CH:25]=[CH:24][CH:23]=2)=[O:9])=[CH:6][CH:5]=1.O. The catalyst is CO. The product is [Cl:3][C:4]1[CH:5]=[CH:6][C:7]([CH:8]([OH:9])[C:10]2[CH:11]=[C:12]3[C:17](=[CH:18][CH:19]=2)[NH:16][C:15](=[O:20])[CH:14]=[C:13]3[O:21][C:22]2[CH:23]=[CH:24][CH:25]=[CH:26][CH:27]=2)=[CH:28][CH:29]=1. The yield is 0.800. (2) The catalyst is CN(C=O)C. The yield is 1.00. The reactants are [O:1]=[C:2]1[C:7]([C:8]([O:10][CH2:11][CH3:12])=[O:9])=[CH:6][NH:5][C:4](=[S:13])[NH:3]1.[Cl:14][C:15]1[CH:20]=[CH:19][C:18]([O:21][C:22]2[CH:27]=[CH:26][C:25]([CH2:28]Cl)=[CH:24][CH:23]=2)=[CH:17][C:16]=1[C:30]([F:33])([F:32])[F:31].C([O-])([O-])=O.[K+].[K+].O. The product is [Cl:14][C:15]1[CH:20]=[CH:19][C:18]([O:21][C:22]2[CH:23]=[CH:24][C:25]([CH2:28][S:13][C:4]3[NH:5][CH:6]=[C:7]([C:8]([O:10][CH2:11][CH3:12])=[O:9])[C:2](=[O:1])[N:3]=3)=[CH:26][CH:27]=2)=[CH:17][C:16]=1[C:30]([F:31])([F:32])[F:33]. (3) The reactants are [Br:1][C:2]1[C:7](=[O:8])[N:6]([C:9]2[CH:10]=[C:11]([CH:20]=[CH:21][C:22]=2[CH3:23])[C:12]([NH:14][CH2:15][C:16]([NH:18]C)=[O:17])=[O:13])[CH:5]=[N:4][C:3]=1[O:24][CH2:25][C:26]1[CH:31]=[CH:30][C:29]([F:32])=[CH:28][C:27]=1[F:33].Cl.N[C@H:36](C(N)=O)C. No catalyst specified. The product is [NH2:18][C:16]([C@@H:15]([NH:14][C:12](=[O:13])[C:11]1[CH:20]=[CH:21][C:22]([CH3:23])=[C:9]([N:6]2[C:7](=[O:8])[C:2]([Br:1])=[C:3]([O:24][CH2:25][C:26]3[CH:31]=[CH:30][C:29]([F:32])=[CH:28][C:27]=3[F:33])[N:4]=[CH:5]2)[CH:10]=1)[CH3:36])=[O:17]. The yield is 0.400. (4) The reactants are [Cl:1][C:2]1[CH:3]=[C:4]([NH:9][C:10]2[C:19]3[C:14](=[CH:15][CH:16]=[C:17](I)[CH:18]=3)[N:13]=[C:12]([C:21]3[CH:22]=[N:23][CH:24]=[CH:25][CH:26]=3)[N:11]=2)[CH:5]=[CH:6][C:7]=1[F:8].[C:27]([Si:31]([CH3:37])([CH3:36])[O:32][CH2:33][C:34]#[CH:35])([CH3:30])([CH3:29])[CH3:28].C(N(CC)CC)C.O. The catalyst is CN(C=O)C.[Cu]I.C(OCC)(=O)C. The product is [Si:31]([O:32][CH2:33][C:34]#[C:35][C:17]1[CH:18]=[C:19]2[C:14](=[CH:15][CH:16]=1)[N:13]=[C:12]([C:21]1[CH:22]=[N:23][CH:24]=[CH:25][CH:26]=1)[N:11]=[C:10]2[NH:9][C:4]1[CH:5]=[CH:6][C:7]([F:8])=[C:2]([Cl:1])[CH:3]=1)([C:27]([CH3:28])([CH3:29])[CH3:30])([CH3:36])[CH3:37]. The yield is 0.670. (5) The reactants are [CH3:1][O:2][CH2:3][CH2:4][O:5][C:6]1[CH:11]=[CH:10][N:9]2[C:12]([C:15]3[CH:24]=[CH:23][C:22]4[C:17](=[C:18]([OH:25])[CH:19]=[CH:20][CH:21]=4)[N:16]=3)=[N:13][N:14]=[C:8]2[CH:7]=1.C1(N([S:33]([C:36]([F:39])([F:38])[F:37])(=[O:35])=[O:34])[S:33]([C:36]([F:39])([F:38])[F:37])(=[O:35])=[O:34])C=CC=CC=1. The catalyst is C1COCC1.CN(C=O)C.O. The product is [F:37][C:36]([F:39])([F:38])[S:33]([O:25][C:18]1[CH:19]=[CH:20][CH:21]=[C:22]2[C:17]=1[N:16]=[C:15]([C:12]1[N:9]3[CH:10]=[CH:11][C:6]([O:5][CH2:4][CH2:3][O:2][CH3:1])=[CH:7][C:8]3=[N:14][N:13]=1)[CH:24]=[CH:23]2)(=[O:35])=[O:34]. The yield is 0.490. (6) The reactants are Cl.[NH2:2][CH2:3][C:4](=[O:6])[CH3:5].C(N(CC)CC)C.[Cl:14][C:15]1[CH:20]=[CH:19][N:18]=[C:17]2[CH:21]=[C:22]([C:24](Cl)=[O:25])[S:23][C:16]=12. The catalyst is ClCCl. The product is [O:6]=[C:4]([CH3:5])[CH2:3][NH:2][C:24]([C:22]1[S:23][C:16]2[C:17](=[N:18][CH:19]=[CH:20][C:15]=2[Cl:14])[CH:21]=1)=[O:25]. The yield is 0.306. (7) The reactants are [H-].[Na+].[CH3:3][N:4]1[C:8]([NH2:9])=[N:7][N:6]=[N:5]1.[F:10][C:11]([F:40])([F:39])[C:12]1[CH:13]=[C:14]([CH:18]2[CH2:21][C:20]3([CH2:26][CH2:25][N:24]([C:27](OC4C=CC([N+]([O-])=O)=CC=4)=[O:28])[CH2:23][CH2:22]3)[CH2:19]2)[CH:15]=[CH:16][CH:17]=1. The catalyst is CC(N(C)C)=O. The product is [CH3:3][N:4]1[C:8]([NH:9][C:27]([N:24]2[CH2:23][CH2:22][C:20]3([CH2:21][CH:18]([C:14]4[CH:15]=[CH:16][CH:17]=[C:12]([C:11]([F:39])([F:40])[F:10])[CH:13]=4)[CH2:19]3)[CH2:26][CH2:25]2)=[O:28])=[N:7][N:6]=[N:5]1. The yield is 0.640. (8) The catalyst is CCO. The product is [CH2:40]([O:31][CH:30]([P:32](=[O:39])([O:33][CH2:34][CH3:35])[O:36][CH2:37][CH3:38])[C:27]1[CH:28]=[CH:29][C:24]([NH:23][C:2]2[N:7]=[C:6]([NH:8][C:9]3[CH:18]=[CH:17][CH:16]=[CH:15][C:10]=3[C:11](=[O:12])[NH:13][CH3:14])[C:5]([C:19]([F:22])([F:21])[F:20])=[CH:4][N:3]=2)=[CH:25][CH:26]=1)[CH3:42]. The yield is 0.120. The reactants are Cl[C:2]1[N:7]=[C:6]([NH:8][C:9]2[CH:18]=[CH:17][CH:16]=[CH:15][C:10]=2[C:11]([NH:13][CH3:14])=[O:12])[C:5]([C:19]([F:22])([F:21])[F:20])=[CH:4][N:3]=1.[NH2:23][C:24]1[CH:29]=[CH:28][C:27]([CH:30]([P:32](=[O:39])([O:36][CH2:37][CH3:38])[O:33][CH2:34][CH3:35])[OH:31])=[CH:26][CH:25]=1.[C:40](O)([C:42](F)(F)F)=O. (9) The reactants are [OH:1][C@H:2]1[CH2:6][CH2:5][NH:4][C@@H:3]1[C:7]([OH:9])=[O:8].[CH2:10](O)[C:11]1[CH:16]=[CH:15][CH:14]=[CH:13][CH:12]=1.CC1C=CC(S(O)(=O)=O)=CC=1.Cl[Si](C)(C)C.CO.[C:36](Cl)([C:49]1[CH:54]=[CH:53][CH:52]=[CH:51][CH:50]=1)([C:43]1[CH:48]=[CH:47][CH:46]=[CH:45][CH:44]=1)[C:37]1[CH:42]=[CH:41][CH:40]=[CH:39][CH:38]=1. The catalyst is C1C=CC=CC=1.C(Cl)Cl.CCOC(C)=O.O. The product is [C:36]([N:4]1[CH2:5][CH2:6][C@H:2]([OH:1])[C@H:3]1[C:7]([O:9][CH2:10][C:11]1[CH:16]=[CH:15][CH:14]=[CH:13][CH:12]=1)=[O:8])([C:49]1[CH:54]=[CH:53][CH:52]=[CH:51][CH:50]=1)([C:43]1[CH:48]=[CH:47][CH:46]=[CH:45][CH:44]=1)[C:37]1[CH:42]=[CH:41][CH:40]=[CH:39][CH:38]=1. The yield is 0.490. (10) The reactants are [F:1][C:2]1[CH:16]=[CH:15][CH:14]=[C:13]([F:17])[C:3]=1[CH2:4][O:5][C:6]1[C:7]([NH2:12])=[N:8][CH:9]=[CH:10][CH:11]=1.Cl[CH:19]([C:25]([CH3:27])=O)[C:20]([O:22][CH2:23][CH3:24])=[O:21]. The catalyst is C(O)C. The product is [F:1][C:2]1[CH:16]=[CH:15][CH:14]=[C:13]([F:17])[C:3]=1[CH2:4][O:5][C:6]1[C:7]2[N:8]([C:19]([C:20]([O:22][CH2:23][CH3:24])=[O:21])=[C:25]([CH3:27])[N:12]=2)[CH:9]=[CH:10][CH:11]=1. The yield is 0.416.